Task: Predict the product of the given reaction.. Dataset: Forward reaction prediction with 1.9M reactions from USPTO patents (1976-2016) Given the reactants [Cl:1][C:2]1[C:10]([C:11]2[C:12]([CH3:18])=[N:13][N:14]([CH3:17])[C:15]=2[CH3:16])=[C:9]2[C:5]([C:6]([CH2:20][CH2:21][CH2:22][O:23][C:24]3[CH:29]=[C:28]([CH3:30])[C:27]([Cl:31])=[C:26]([CH3:32])[CH:25]=3)=[C:7]([CH3:19])[NH:8]2)=[CH:4][CH:3]=1.[C:33]([O:37]C)(=[O:36])[CH:34]=[CH2:35], predict the reaction product. The product is: [Cl:1][C:2]1[C:10]([C:11]2[C:12]([CH3:18])=[N:13][N:14]([CH3:17])[C:15]=2[CH3:16])=[C:9]2[C:5]([C:6]([CH2:20][CH2:21][CH2:22][O:23][C:24]3[CH:25]=[C:26]([CH3:32])[C:27]([Cl:31])=[C:28]([CH3:30])[CH:29]=3)=[C:7]([CH3:19])[N:8]2[CH2:35][CH2:34][C:33]([OH:37])=[O:36])=[CH:4][CH:3]=1.